Predict the reactants needed to synthesize the given product. From a dataset of Full USPTO retrosynthesis dataset with 1.9M reactions from patents (1976-2016). (1) Given the product [CH3:34][O:33][CH2:32][C:31]1[N:35]=[C:26]([CH:11]2[CH2:12][CH:13]([C:15]3[CH:16]=[CH:17][C:18]([O:21][C:22]([F:24])([F:23])[F:25])=[CH:19][CH:20]=3)[CH2:14][N:9]([C:7]([N:1]3[CH2:6][CH2:5][O:4][CH2:3][CH2:2]3)=[O:8])[CH2:10]2)[O:27][N:30]=1, predict the reactants needed to synthesize it. The reactants are: [N:1]1([C:7]([N:9]2[CH2:14][CH:13]([C:15]3[CH:20]=[CH:19][C:18]([O:21][C:22]([F:25])([F:24])[F:23])=[CH:17][CH:16]=3)[CH2:12][CH:11]([C:26](O)=[O:27])[CH2:10]2)=[O:8])[CH2:6][CH2:5][O:4][CH2:3][CH2:2]1.O[N:30]=[C:31]([NH2:35])[CH2:32][O:33][CH3:34]. (2) Given the product [CH3:35][O:36][C:37]1[CH:38]=[C:39]2[C:44](=[CH:45][C:46]=1[O:47][CH3:48])[N:43]=[CH:71][N:73]=[C:40]2[O:49][C:50]1[CH:51]=[CH:52][C:53]([NH:56][C:57]([NH:59][CH:60]2[CH2:61][CH2:62][N:63]([CH2:64][C:65]3[CH:5]=[CH:4][CH:3]=[CH:12][C:11]=3[CH3:10])[CH2:66]2)=[O:58])=[CH:54][CH:55]=1, predict the reactants needed to synthesize it. The reactants are: CO[C:3]1[CH:4]=[C:5]2[C:10](=[CH:11][C:12]=1OC)N=CN=C2O[C:3]1[CH:12]=[CH:11][C:10](N)=[CH:5][CH:4]=1.ClC(Cl)(OC(=O)OC(Cl)(Cl)Cl)Cl.[CH3:35][O:36][C:37]1[CH:38]=[C:39]2[C:44](=[CH:45][C:46]=1[O:47][CH3:48])[N:43]=CC=[C:40]2[O:49][C:50]1[CH:55]=[CH:54][C:53]([NH:56][C:57]([NH:59][CH:60]2[CH2:65][CH2:64][NH:63][CH2:62][CH2:61]2)=[O:58])=[CH:52][CH:51]=1.[C:66](=O)([O-])O.[Na+].[CH2:71]([N:73](CC)CC)C. (3) Given the product [F:18][C:14]1[CH:13]=[C:12]([CH:17]=[CH:16][CH:15]=1)[CH2:11][S:8]([CH2:7][CH2:6][N:32]1[CH2:37][CH2:36][CH2:34][CH2:33]1)(=[O:10])=[O:9], predict the reactants needed to synthesize it. The reactants are: CS(O[CH2:6][CH2:7][S:8]([CH2:11][C:12]1[CH:17]=[CH:16][CH:15]=[C:14]([F:18])[CH:13]=1)(=[O:10])=[O:9])(=O)=O.FC1C=CC=C(CS(C=C)(=O)=O)C=1.[NH:32]1[CH2:37][CH2:36]O[CH2:34][CH2:33]1. (4) Given the product [CH3:3][O:4][C:5]([C:7]1([CH2:21][CH2:22][CH2:23][CH2:24][O:25][CH3:26])[C:8]2[CH:9]=[CH:10][CH:11]=[CH:12][C:13]=2[O:14][C:15]2[C:20]1=[CH:19][CH:18]=[CH:17][CH:16]=2)=[O:6], predict the reactants needed to synthesize it. The reactants are: [H-].[Na+].[CH3:3][O:4][C:5]([C:7]1([CH2:21][CH2:22][CH2:23][CH2:24][OH:25])[C:20]2[CH:19]=[CH:18][CH:17]=[CH:16][C:15]=2[O:14][C:13]2[C:8]1=[CH:9][CH:10]=[CH:11][CH:12]=2)=[O:6].[CH3:26]I. (5) Given the product [Br:1][C:2]1[CH:3]=[C:4]([CH2:9][C:10]([OH:12])=[O:11])[CH:5]=[C:6]([O:8][C:15]2[CH:16]=[CH:17][C:18]([S:20]([CH2:23][CH3:24])(=[O:22])=[O:21])=[CH:19][C:14]=2[Cl:13])[CH:7]=1, predict the reactants needed to synthesize it. The reactants are: [Br:1][C:2]1[CH:3]=[C:4]([CH2:9][C:10]([OH:12])=[O:11])[CH:5]=[C:6]([OH:8])[CH:7]=1.[Cl:13][C:14]1[CH:19]=[C:18]([S:20]([CH2:23][CH3:24])(=[O:22])=[O:21])[CH:17]=[CH:16][C:15]=1F. (6) Given the product [CH2:27]([O:26][C:24](=[O:25])[CH2:23][CH2:22][CH2:21][CH2:20][CH2:19][NH:16][C:17]([N:13]1[CH:14]=[CH:15][C:11]([C:9](=[O:10])[NH:8][C:7]2[C:2]([Cl:1])=[N:3][CH:4]=[CH:5][CH:6]=2)=[N:12]1)=[O:18])[CH3:28], predict the reactants needed to synthesize it. The reactants are: [Cl:1][C:2]1[C:7]([NH:8][C:9]([C:11]2[CH:15]=[CH:14][NH:13][N:12]=2)=[O:10])=[CH:6][CH:5]=[CH:4][N:3]=1.[N:16]([CH2:19][CH2:20][CH2:21][CH2:22][CH2:23][C:24]([O:26][CH2:27][CH3:28])=[O:25])=[C:17]=[O:18]. (7) The reactants are: [N+]([C:4]1[S:8][C:7]([C:9]#[N:10])=[CH:6][CH:5]=1)([O-])=O.[CH:11]1[C:16]([OH:17])=[CH:15][CH:14]=[C:13]([CH3:18])[CH:12]=1.C(=O)([O-])[O-].[K+].[K+]. Given the product [C:13]1([CH3:18])[CH:12]=[CH:11][C:16]([O:17][C:4]2[S:8][C:7]([C:9]#[N:10])=[CH:6][CH:5]=2)=[CH:15][CH:14]=1, predict the reactants needed to synthesize it.